From a dataset of Reaction yield outcomes from USPTO patents with 853,638 reactions. Predict the reaction yield, written as a fraction of the theoretical maximum amount of product (1.0 means a 100% yield; for example, 0.34 means a 34% yield). (1) The reactants are O[C@@H:2]1[CH2:7][N:6](C(=O)C(F)(F)F)[C@H:5]([C:14]([O:16][C:17]([CH3:20])([CH3:19])[CH3:18])=[O:15])[CH2:4][CH2:3]1.N1C(C)=CC=CC=1C.FC(F)(F)S(OS(C(F)(F)F)(=O)=O)(=O)=O.[CH2:44]([O:51][NH2:52])[C:45]1[CH:50]=[CH:49][CH:48]=[CH:47][CH:46]=1. The catalyst is C(#N)C.C(O)(=O)C. The product is [CH2:44]([O:51][NH:52][C@H:2]1[CH2:7][NH:6][C@H:5]([C:14]([O:16][C:17]([CH3:18])([CH3:19])[CH3:20])=[O:15])[CH2:4][CH2:3]1)[C:45]1[CH:50]=[CH:49][CH:48]=[CH:47][CH:46]=1. The yield is 0.740. (2) No catalyst specified. The reactants are [CH3:1][C:2]1[C:6]2[C:7](=[O:19])[N:8]([CH2:11][CH2:12][N:13]3[CH2:18][CH2:17][O:16][CH2:15][CH2:14]3)[CH2:9][CH2:10][C:5]=2[NH:4][C:3]=1[CH:20]=O.[F:22][C:23]1[C:28]([F:29])=[CH:27][CH:26]=[CH:25][C:24]=1[C:30]1[CH:38]=[CH:37][CH:36]=[C:35]2[C:31]=1[CH2:32][C:33](=[O:39])[NH:34]2. The product is [F:22][C:23]1[C:28]([F:29])=[CH:27][CH:26]=[CH:25][C:24]=1[C:30]1[CH:38]=[CH:37][CH:36]=[C:35]2[C:31]=1[C:32](=[CH:20][C:3]1[NH:4][C:5]3[CH2:10][CH2:9][N:8]([CH2:11][CH2:12][N:13]4[CH2:14][CH2:15][O:16][CH2:17][CH2:18]4)[C:7](=[O:19])[C:6]=3[C:2]=1[CH3:1])[C:33](=[O:39])[NH:34]2. The yield is 0.333.